This data is from Forward reaction prediction with 1.9M reactions from USPTO patents (1976-2016). The task is: Predict the product of the given reaction. Given the reactants Br[C:2]1[C:10]2[C:9]([Cl:11])=[N:8][CH:7]=[N:6][C:5]=2[NH:4][CH:3]=1.C([Li])CCC.[CH:17](=[O:24])[C:18]1[CH:23]=[CH:22][CH:21]=[CH:20][CH:19]=1, predict the reaction product. The product is: [Cl:11][C:9]1[C:10]2[C:2]([CH:17]([C:18]3[CH:23]=[CH:22][CH:21]=[CH:20][CH:19]=3)[OH:24])=[CH:3][NH:4][C:5]=2[N:6]=[CH:7][N:8]=1.